Task: Predict the reactants needed to synthesize the given product.. Dataset: Full USPTO retrosynthesis dataset with 1.9M reactions from patents (1976-2016) (1) Given the product [OH:30]/[N:29]=[C:14]1/[C:15]2[C:16]([CH3:2])=[C:17]([C:18]([OH:20])=[O:19])[C:8](=[O:7])[N:9]([C:22]3[CH:23]=[CH:24][CH:25]=[CH:26][CH:27]=3)[C:10]=2[CH2:11][CH2:12][CH2:13]/1, predict the reactants needed to synthesize it. The reactants are: N1C=CC=C[CH:2]=1.[O:7]=[C:8]1[C:17]([C:18]([OH:20])=[O:19])=[CH:16][C:15]2[C:14](=O)[CH2:13][CH2:12][CH2:11][C:10]=2[N:9]1[C:22]1[CH:27]=[CH:26][CH:25]=[CH:24][CH:23]=1.Cl.[NH2:29][OH:30]. (2) Given the product [C:70]([N:73]([CH2:75][C:76]([N:35]1[CH2:36][CH2:37][N:32]([C:30](=[O:31])[C:29]2[CH:28]=[CH:27][C:26](/[CH:25]=[CH:24]/[C:17]3[C:18]4[C:23](=[CH:22][CH:21]=[CH:20][CH:19]=4)[NH:15][N:16]=3)=[CH:39][CH:38]=2)[CH2:33][CH2:34]1)=[O:77])[CH3:74])(=[O:72])[CH3:71], predict the reactants needed to synthesize it. The reactants are: C1(N)C(F)=C(F)C(F)=C(N)C=1F.Cl.Cl.[NH:15]1[C:23]2[C:18](=[CH:19][CH:20]=[CH:21][CH:22]=2)[C:17](/[CH:24]=[CH:25]/[C:26]2[CH:39]=[CH:38][C:29]([C:30]([N:32]3[CH2:37][CH2:36][NH:35][CH2:34][CH2:33]3)=[O:31])=[CH:28][CH:27]=2)=[N:16]1.CN1CCOCC1.Cl.C(N=C=NCCCN(C)C)C.O.ON1C2C=CC=CC=2N=N1.[C:70]([N:73]([CH2:75][C:76](O)=[O:77])[CH3:74])(=[O:72])[CH3:71]. (3) Given the product [C:3]([C:23]1[CH:24]=[CH:25][C:26]([C:2]2[C:13]3[CH2:12][CH2:11][CH2:10][C:9]=3[CH:8]=[C:7]3[C:3]=2[CH2:4][CH:5]([CH3:15])[C:6]3=[O:14])=[CH:27][CH:28]=1)([CH3:7])([CH3:4])[CH3:2], predict the reactants needed to synthesize it. The reactants are: Br[C:2]1[C:13]2[CH2:12][CH2:11][CH2:10][C:9]=2[CH:8]=[C:7]2[C:3]=1[CH2:4][CH:5]([CH3:15])[C:6]2=[O:14].C(OB([C:23]1[CH:28]=[CH:27][CH:26]=[CH:25][CH:24]=1)O)(C)(C)C.C(=O)([O-])[O-].[Na+].[Na+].O. (4) Given the product [Br:1][C:8]1[C:7]2[CH2:6][C@@H:5]([N:4]([CH3:3])[CH3:22])[CH2:14][CH2:13][C:12]=2[C:11]([NH:15][C:16](=[O:21])[C:17]([OH:20])([CH3:19])[CH3:18])=[CH:10][CH:9]=1, predict the reactants needed to synthesize it. The reactants are: [Br:1]Br.[CH3:3][N:4]([CH3:22])[C@H:5]1[CH2:14][CH2:13][C:12]2[C:11]([NH:15][C:16](=[O:21])[C:17]([OH:20])([CH3:19])[CH3:18])=[CH:10][CH:9]=[CH:8][C:7]=2[CH2:6]1. (5) Given the product [Cl:12][C:10]1[CH:11]=[C:6]([C:4]([OH:5])=[O:3])[C:7]2[C:15]([CH3:16])=[N:14][N:13]([CH:17]3[CH2:22][CH2:21][CH2:20][CH2:19][O:18]3)[C:8]=2[N:9]=1, predict the reactants needed to synthesize it. The reactants are: C([O:3][C:4]([C:6]1[C:7]2[C:15]([CH3:16])=[N:14][N:13]([CH:17]3[CH2:22][CH2:21][CH2:20][CH2:19][O:18]3)[C:8]=2[N:9]=[C:10]([Cl:12])[CH:11]=1)=[O:5])C.[OH-].[Na+].